Dataset: Forward reaction prediction with 1.9M reactions from USPTO patents (1976-2016). Task: Predict the product of the given reaction. (1) Given the reactants [C:1]([N:4]([CH2:11][C:12]1[CH:17]=[CH:16][C:15]([C@@H:18]2[CH2:23][CH2:22][CH2:21][CH2:20][C@H:19]2[C:24]([OH:26])=O)=[CH:14][CH:13]=1)[C:5]1[CH:10]=[CH:9][CH:8]=[CH:7][N:6]=1)(=[O:3])[CH3:2].[NH2:27][C@@H:28]([C:32]1[CH:37]=[CH:36][CH:35]=[CH:34][CH:33]=1)[C:29]([NH2:31])=[O:30].C(N(CC)CC)C.CCN=C=NCCCN(C)C.Cl, predict the reaction product. The product is: [NH3:4].[C:1]([N:4]([CH2:11][C:12]1[CH:17]=[CH:16][C:15]([C@@H:18]2[CH2:23][CH2:22][CH2:21][CH2:20][C@H:19]2[C:24]([NH:27][C@@H:28]([C:32]2[CH:37]=[CH:36][CH:35]=[CH:34][CH:33]=2)[C:29]([NH2:31])=[O:30])=[O:26])=[CH:14][CH:13]=1)[C:5]1[CH:10]=[CH:9][CH:8]=[CH:7][N:6]=1)(=[O:3])[CH3:2]. (2) Given the reactants [F:1][C:2]([F:16])([F:15])[C:3]1[CH:14]=[CH:13][C:6]([CH2:7][CH:8]([C:11]#[N:12])[C:9]#[N:10])=[CH:5][CH:4]=1.[H-].[Na+].I[CH2:20][CH2:21][CH2:22][C:23]([F:26])([F:25])[F:24], predict the reaction product. The product is: [F:24][C:23]([F:26])([F:25])[CH2:22][CH2:21][CH2:20][C:8]([CH2:7][C:6]1[CH:5]=[CH:4][C:3]([C:2]([F:15])([F:16])[F:1])=[CH:14][CH:13]=1)([C:11]#[N:12])[C:9]#[N:10]. (3) The product is: [NH2:1][C:2]1[CH:11]=[C:10]([C:12]([O:14][CH3:15])=[O:13])[C:9]([Cl:19])=[CH:8][C:3]=1[C:4]([O:6][CH3:7])=[O:5]. Given the reactants [NH2:1][C:2]1[CH:11]=[C:10]([C:12]([O:14][CH3:15])=[O:13])[CH:9]=[CH:8][C:3]=1[C:4]([O:6][CH3:7])=[O:5].S(Cl)([Cl:19])(=O)=O.C(OCC)C, predict the reaction product. (4) The product is: [ClH:33].[O:1]1[C:10]2[CH:9]=[C:8]([CH2:11][NH:12][CH:13]3[CH2:18][CH2:17][N:16]([CH2:19][CH2:20][N:21]4[C:30]5[C:25](=[CH:26][CH:27]=[C:28]([F:31])[CH:29]=5)[N:24]=[CH:23][C:22]4=[O:32])[CH2:15][CH2:14]3)[N:7]=[CH:6][C:5]=2[O:4][CH2:3][CH2:2]1. Given the reactants [O:1]1[C:10]2[CH:9]=[C:8]([CH2:11][NH:12][CH:13]3[CH2:18][CH2:17][N:16]([CH2:19][CH2:20][N:21]4[C:30]5[C:25](=[CH:26][CH:27]=[C:28]([F:31])[CH:29]=5)[N:24]=[CH:23][C:22]4=[O:32])[CH2:15][CH2:14]3)[N:7]=[CH:6][C:5]=2[O:4][CH2:3][CH2:2]1.[ClH:33].C(OCC)(=O)C, predict the reaction product.